From a dataset of Catalyst prediction with 721,799 reactions and 888 catalyst types from USPTO. Predict which catalyst facilitates the given reaction. (1) Reactant: [Br:1][CH2:2][C:3]([C:5]1[CH:10]=[CH:9][C:8]([Cl:11])=[CH:7][CH:6]=1)=[O:4].[C:12]1([CH:18]([N:30]2[CH2:35][CH2:34][CH2:33][CH2:32][CH2:31]2)[C:19]([O:21][C@@H:22]2[CH:27]3[CH2:28][CH2:29][N:24]([CH2:25][CH2:26]3)[CH2:23]2)=[O:20])[CH:17]=[CH:16][CH:15]=[CH:14][CH:13]=1.CCOCC. Product: [Br-:1].[Cl:11][C:8]1[CH:9]=[CH:10][C:5]([C:3](=[O:4])[CH2:2][N+:24]23[CH2:25][CH2:26][CH:27]([CH2:28][CH2:29]2)[C@@H:22]([O:21][C:19](=[O:20])[CH:18]([C:12]2[CH:13]=[CH:14][CH:15]=[CH:16][CH:17]=2)[N:30]2[CH2:31][CH2:32][CH2:33][CH2:34][CH2:35]2)[CH2:23]3)=[CH:6][CH:7]=1. The catalyst class is: 13. (2) Reactant: [F:1][C:2]1[CH:3]=[C:4]([CH:38]=[CH:39][CH:40]=1)[C:5]([C:7]1[CH:8]=[C:9]2[C:15]3([CH2:20][CH2:19][N:18]([C:21]([O:23][C:24]([CH3:27])([CH3:26])[CH3:25])=[O:22])[CH2:17][CH2:16]3)[CH2:14][N:13]([C:28]3[C:29]4[C@H:36]([CH3:37])[CH2:35][CH2:34][C:30]=4[N:31]=[CH:32][N:33]=3)[C:10]2=[CH:11][CH:12]=1)=[O:6].[BH4-].[Na+]. Product: [F:1][C:2]1[CH:3]=[C:4]([CH:5]([OH:6])[C:7]2[CH:8]=[C:9]3[C:15]4([CH2:20][CH2:19][N:18]([C:21]([O:23][C:24]([CH3:27])([CH3:26])[CH3:25])=[O:22])[CH2:17][CH2:16]4)[CH2:14][N:13]([C:28]4[C:29]5[C@H:36]([CH3:37])[CH2:35][CH2:34][C:30]=5[N:31]=[CH:32][N:33]=4)[C:10]3=[CH:11][CH:12]=2)[CH:38]=[CH:39][CH:40]=1. The catalyst class is: 5. (3) Reactant: [NH2:1][C@H:2]1[CH2:7][CH2:6][C@H:5]([NH:8][C:9]2[C:18]3[C:13](=[CH:14][CH:15]=[C:16]([C:19]4[CH:24]=[C:23]([Cl:25])[C:22]([OH:26])=[C:21]([Cl:27])[CH:20]=4)[CH:17]=3)[N:12]=[CH:11][C:10]=2[C:28](=[O:32])[CH:29]([CH3:31])[CH3:30])[CH2:4][CH2:3]1.[ClH:33]. Product: [ClH:25].[ClH:33].[NH2:1][C@H:2]1[CH2:7][CH2:6][C@H:5]([NH:8][C:9]2[C:18]3[C:13](=[CH:14][CH:15]=[C:16]([C:19]4[CH:20]=[C:21]([Cl:27])[C:22]([OH:26])=[C:23]([Cl:25])[CH:24]=4)[CH:17]=3)[N:12]=[CH:11][C:10]=2[C:28](=[O:32])[CH:29]([CH3:30])[CH3:31])[CH2:4][CH2:3]1. The catalyst class is: 1.